Dataset: Reaction yield outcomes from USPTO patents with 853,638 reactions. Task: Predict the reaction yield, written as a fraction of the theoretical maximum amount of product (1.0 means a 100% yield; for example, 0.34 means a 34% yield). (1) The reactants are [CH3:1]C(C)([O-])C.[K+].C(O)(C)(C)C.[F:12][C:13]1[CH:18]=[CH:17][C:16]([CH2:19][C:20]#[N:21])=[CH:15][CH:14]=1.IC. The catalyst is C1COCC1. The product is [F:12][C:13]1[CH:18]=[CH:17][C:16]([CH:19]([CH3:1])[C:20]#[N:21])=[CH:15][CH:14]=1. The yield is 0.530. (2) The reactants are [CH3:1][C@@H:2]([O:9][C:10]([C:12]1[CH:17]=[CH:16][C:15]([C:18]2[CH:23]=[CH:22][C:21]([OH:24])=[CH:20][CH:19]=2)=[CH:14][CH:13]=1)=[O:11])[CH2:3][CH2:4][CH2:5][CH2:6][CH2:7][CH3:8].[O:25]1[CH2:29][CH2:28][C@@H:27](OS(C2C=CC(C)=CC=2)(=O)=O)[CH2:26]1.C(=O)([O-])[O-].[Cs+].[Cs+].CN(C)C=O. The catalyst is O. The product is [CH3:1][C@@H:2]([O:9][C:10]([C:12]1[CH:13]=[CH:14][C:15]([C:18]2[CH:19]=[CH:20][C:21]([O:24][C@@H:27]3[CH2:28][CH2:29][O:25][CH2:26]3)=[CH:22][CH:23]=2)=[CH:16][CH:17]=1)=[O:11])[CH2:3][CH2:4][CH2:5][CH2:6][CH2:7][CH3:8]. The yield is 0.917.